From a dataset of Reaction yield outcomes from USPTO patents with 853,638 reactions. Predict the reaction yield, written as a fraction of the theoretical maximum amount of product (1.0 means a 100% yield; for example, 0.34 means a 34% yield). (1) The reactants are [Cr](Cl)([O-])(=O)=O.[NH+]1C=CC=CC=1.[Br:12][C:13]1[O:17][C:16]2[CH:18]=[CH:19][CH:20]=[CH:21][C:15]=2[C:14]=1[CH2:22][OH:23]. The catalyst is ClCCl.CCOCC. The product is [Br:12][C:13]1[O:17][C:16]2[CH:18]=[CH:19][CH:20]=[CH:21][C:15]=2[C:14]=1[CH:22]=[O:23]. The yield is 0.910. (2) The catalyst is C(Cl)Cl. The yield is 0.800. The product is [Cl:1][C:2]1[CH:9]=[C:8]([OH:10])[CH:7]=[C:6]([Cl:11])[C:3]=1[CH2:4][N:12]1[CH2:17][CH2:16][CH2:15][CH2:14][CH2:13]1. The reactants are [Cl:1][C:2]1[CH:9]=[C:8]([OH:10])[CH:7]=[C:6]([Cl:11])[C:3]=1[CH:4]=O.[NH:12]1[CH2:17][CH2:16][CH2:15][CH2:14][CH2:13]1.C(O[BH-](OC(=O)C)OC(=O)C)(=O)C.[Na+]. (3) The reactants are [Br:1][C:2]1[CH:8]=[CH:7][C:5]([NH2:6])=[C:4]([O:9][CH3:10])[CH:3]=1.[N:11]#[C:12][NH2:13]. The catalyst is Cl.O. The product is [Br:1][C:2]1[CH:8]=[CH:7][C:5]([NH:6][C:12]([NH2:13])=[NH:11])=[C:4]([O:9][CH3:10])[CH:3]=1. The yield is 1.00. (4) The reactants are [Li+].[BH4-].[NH2:3][C:4]1[CH:9]=[CH:8][C:7]([C:10]2[CH2:11][C@@H:12]3[N:18]([CH:19]=2)[C:17](=[O:20])[C:16]2[CH:21]=[C:22]([O:64][CH3:65])[C:23]([O:25][CH2:26][CH2:27][CH2:28][O:29][C:30]4[C:61]([O:62][CH3:63])=[CH:60][C:33]5[C:34](=[O:59])[N:35]6[CH:50]=[C:49]([C:51]7[CH:56]=[CH:55][C:54]([O:57][CH3:58])=[CH:53][CH:52]=7)[CH2:48][C@H:36]6[C:37](=O)[N:38](COCC[Si](C)(C)C)[C:32]=5[CH:31]=4)=[CH:24][C:15]=2[N:14](COCC[Si](C)(C)C)[C:13]3=O)=[CH:6][CH:5]=1.CCO. The catalyst is C1COCC1. The product is [NH2:3][C:4]1[CH:9]=[CH:8][C:7]([C:10]2[CH2:11][C@@H:12]3[N:18]([CH:19]=2)[C:17](=[O:20])[C:16]2[CH:21]=[C:22]([O:64][CH3:65])[C:23]([O:25][CH2:26][CH2:27][CH2:28][O:29][C:30]4[C:61]([O:62][CH3:63])=[CH:60][C:33]5[C:34](=[O:59])[N:35]6[CH:50]=[C:49]([C:51]7[CH:52]=[CH:53][C:54]([O:57][CH3:58])=[CH:55][CH:56]=7)[CH2:48][C@H:36]6[CH:37]=[N:38][C:32]=5[CH:31]=4)=[CH:24][C:15]=2[N:14]=[CH:13]3)=[CH:6][CH:5]=1. The yield is 0.610. (5) The reactants are Cl[C:2]1[N:7]=[C:6]([NH:8][CH3:9])[C:5]([N+:10]([O-:12])=[O:11])=[CH:4][CH:3]=1.C(=O)([O-])[O-].[Na+].[Na+].[CH:19]1[C:28]2[C:23](=[CH:24][CH:25]=[CH:26][CH:27]=2)[CH:22]=[CH:21][C:20]=1B(O)O. The catalyst is CN(C=O)C. The product is [CH3:9][NH:8][C:6]1[C:5]([N+:10]([O-:12])=[O:11])=[CH:4][CH:3]=[C:2]([C:21]2[CH:20]=[CH:19][C:28]3[C:23](=[CH:24][CH:25]=[CH:26][CH:27]=3)[CH:22]=2)[N:7]=1. The yield is 0.710. (6) The reactants are [C:1]([O:5][C:6]([NH:8][C:9]1[CH:10]=[C:11]([CH:16]=[CH:17][CH:18]=1)[C:12]([O:14]C)=O)=[O:7])([CH3:4])([CH3:3])[CH3:2].[NH2:19][CH2:20][C@H:21]([OH:33])[CH2:22][N:23]1[CH2:32][CH2:31][C:30]2[C:25](=[CH:26][CH:27]=[CH:28][CH:29]=2)[CH2:24]1. The catalyst is CCO. The product is [C:1]([O:5][C:6](=[O:7])[NH:8][C:9]1[CH:18]=[CH:17][CH:16]=[C:11]([C:12](=[O:14])[NH:19][CH2:20][C@H:21]([OH:33])[CH2:22][N:23]2[CH2:32][CH2:31][C:30]3[C:25](=[CH:26][CH:27]=[CH:28][CH:29]=3)[CH2:24]2)[CH:10]=1)([CH3:2])([CH3:3])[CH3:4]. The yield is 0.588. (7) The reactants are [NH2:1][C:2]1[CH:9]=[C:8]([Br:10])[CH:7]=[CH:6][C:3]=1[C:4]#[N:5].B. The catalyst is C1COCC1. The product is [NH2:5][CH2:4][C:3]1[CH:6]=[CH:7][C:8]([Br:10])=[CH:9][C:2]=1[NH2:1]. The yield is 0.850. (8) The reactants are [O:1]1[CH:5]=[CH:4][CH:3]=[C:2]1[CH2:6][CH2:7][C:8]1[CH:15]=[CH:14][C:11]([CH:12]=O)=[CH:10][CH:9]=1.[N+:16]([CH3:19])([O-:18])=[O:17].C([O-])(=O)C.[NH4+]. The catalyst is C(O)(=O)C. The product is [O:1]1[CH:5]=[CH:4][CH:3]=[C:2]1[CH2:6][CH2:7][C:8]1[CH:15]=[CH:14][C:11](/[CH:12]=[CH:19]/[N+:16]([O-:18])=[O:17])=[CH:10][CH:9]=1. The yield is 0.950. (9) The reactants are [CH:1]1([C:4]2[CH:10]=[CH:9][CH:8]=[CH:7][C:5]=2[NH2:6])[CH2:3][CH2:2]1.[C:11]([N:19]=[C:20]=[S:21])(=[O:18])[C:12]1[CH:17]=[CH:16][CH:15]=[CH:14][CH:13]=1. The catalyst is CC(C)=O. The product is [CH:1]1([C:4]2[CH:10]=[CH:9][CH:8]=[CH:7][C:5]=2[NH:6][C:20]([NH:19][C:11](=[O:18])[C:12]2[CH:13]=[CH:14][CH:15]=[CH:16][CH:17]=2)=[S:21])[CH2:3][CH2:2]1. The yield is 1.00. (10) The reactants are F[C:2]1[CH:7]=[CH:6][C:5]([N+:8]([O-:10])=[O:9])=[CH:4][CH:3]=1.[CH3:11][N:12]1[CH2:17][CH2:16][NH:15][CH2:14][CH2:13]1.C([O-])([O-])=O.[K+].[K+]. The catalyst is CN(C=O)C. The product is [CH3:11][N:12]1[CH2:17][CH2:16][N:15]([C:2]2[CH:7]=[CH:6][C:5]([N+:8]([O-:10])=[O:9])=[CH:4][CH:3]=2)[CH2:14][CH2:13]1. The yield is 0.960.